Task: Predict which catalyst facilitates the given reaction.. Dataset: Catalyst prediction with 721,799 reactions and 888 catalyst types from USPTO (1) Reactant: [C:1]([OH:13])(=[O:12])[CH2:2][C:3]([CH2:8][C:9]([OH:11])=[O:10])([C:5]([OH:7])=[O:6])[OH:4].[OH-].[Na+]. Product: [C:1]([O-:13])(=[O:12])[CH2:2][C:3]([CH2:8][C:9]([O-:11])=[O:10])([C:5]([O-:7])=[O:6])[OH:4].[C:1]([OH:13])(=[O:12])[CH2:2][C:3]([CH2:8][C:9]([OH:11])=[O:10])([C:5]([OH:7])=[O:6])[OH:4]. The catalyst class is: 6. (2) Reactant: [NH2:1][CH2:2][CH2:3][C:4]1[CH:5]=[C:6]([CH:16]=[CH:17][CH:18]=1)[O:7][C:8]([CH3:15])([CH3:14])[C:9]([O:11][CH2:12][CH3:13])=[O:10].Br[C:20]1[C:21](=[O:35])[N:22]([CH3:34])[C:23](=[O:33])[N:24]([CH2:26][CH2:27][CH2:28][C:29]([F:32])([F:31])[F:30])[N:25]=1.C(N(CC)CC)C. Product: [CH3:14][C:8]([O:7][C:6]1[CH:16]=[CH:17][CH:18]=[C:4]([CH2:3][CH2:2][NH:1][C:20]2[C:21](=[O:35])[N:22]([CH3:34])[C:23](=[O:33])[N:24]([CH2:26][CH2:27][CH2:28][C:29]([F:30])([F:31])[F:32])[N:25]=2)[CH:5]=1)([CH3:15])[C:9]([O:11][CH2:12][CH3:13])=[O:10]. The catalyst class is: 729. (3) Reactant: [Br:1][C:2]1[CH:20]=[CH:19][C:5]2[C:6](=[O:18])[N:7]([CH2:9][C:10](=[O:17])[N:11]3[CH2:16][CH2:15][NH:14][CH2:13][CH2:12]3)[S:8][C:4]=2[CH:3]=1.Cl[C:22]([O:24][C:25]1[CH:30]=[CH:29][C:28]([N+:31]([O-:33])=[O:32])=[CH:27][CH:26]=1)=[O:23]. Product: [Br:1][C:2]1[CH:20]=[CH:19][C:5]2[C:6](=[O:18])[N:7]([CH2:9][C:10]([N:11]3[CH2:16][CH2:15][N:14]([C:22]([O:24][C:25]4[CH:26]=[CH:27][C:28]([N+:31]([O-:33])=[O:32])=[CH:29][CH:30]=4)=[O:23])[CH2:13][CH2:12]3)=[O:17])[S:8][C:4]=2[CH:3]=1. The catalyst class is: 79. (4) Reactant: Br[C:2]1[CH:7]=[CH:6][C:5]([S:8]([NH:11][CH:12]2[CH2:17][CH2:16][CH2:15][CH2:14][CH2:13]2)(=[O:10])=[O:9])=[CH:4][CH:3]=1.[C:18]([C:20]1[N:24]([CH3:25])[C:23](B(O)O)=[CH:22][CH:21]=1)#[N:19].[F-].[K+].C(P(C(C)(C)C)C(C)(C)C)(C)(C)C. Product: [C:18]([C:20]1[N:24]([CH3:25])[C:23]([C:2]2[CH:7]=[CH:6][C:5]([S:8]([NH:11][CH:12]3[CH2:17][CH2:16][CH2:15][CH2:14][CH2:13]3)(=[O:10])=[O:9])=[CH:4][CH:3]=2)=[CH:22][CH:21]=1)#[N:19]. The catalyst class is: 110. (5) Reactant: [NH2:1][C:2]1[C:3]2[N:4]([C:8]([C@@H:26]3[CH2:30][CH2:29][CH2:28][N:27]3C(OCC3C=CC=CC=3)=O)=[N:9][C:10]=2[C:11]2[CH:16]=[CH:15][C:14]([C:17](=[O:25])[NH:18][C:19]3[CH:24]=[CH:23][CH:22]=[CH:21][N:20]=3)=[CH:13][CH:12]=2)[CH:5]=[CH:6][N:7]=1.Br.C(O)(=O)C. Product: [NH2:1][C:2]1[C:3]2[N:4]([C:8]([C@@H:26]3[CH2:30][CH2:29][CH2:28][NH:27]3)=[N:9][C:10]=2[C:11]2[CH:16]=[CH:15][C:14]([C:17]([NH:18][C:19]3[CH:24]=[CH:23][CH:22]=[CH:21][N:20]=3)=[O:25])=[CH:13][CH:12]=2)[CH:5]=[CH:6][N:7]=1. The catalyst class is: 6. (6) Reactant: [Li+].C[Si]([N-][Si](C)(C)C)(C)C.[C:11](#[N:13])[CH3:12].[N:14]1[CH:15]=[CH:16][N:17]2[C:22]([C:23]([O:25]C)=O)=[CH:21][CH:20]=[CH:19][C:18]=12.O. Product: [N:14]1[CH:15]=[CH:16][N:17]2[C:22]([C:23](=[O:25])[CH2:12][C:11]#[N:13])=[CH:21][CH:20]=[CH:19][C:18]=12. The catalyst class is: 1.